Regression. Given two drug SMILES strings and cell line genomic features, predict the synergy score measuring deviation from expected non-interaction effect. From a dataset of NCI-60 drug combinations with 297,098 pairs across 59 cell lines. Synergy scores: CSS=49.3, Synergy_ZIP=0.240, Synergy_Bliss=0.132, Synergy_Loewe=-2.39, Synergy_HSA=0.882. Drug 1: B(C(CC(C)C)NC(=O)C(CC1=CC=CC=C1)NC(=O)C2=NC=CN=C2)(O)O. Drug 2: CN1C=C(C=N1)C2=C3N=C(C(=C(N3N=C2)N)Br)C4CCCNC4. Cell line: HCT116.